From a dataset of Full USPTO retrosynthesis dataset with 1.9M reactions from patents (1976-2016). Predict the reactants needed to synthesize the given product. (1) Given the product [C:1]([O:5][C:6]([N:8]1[CH2:13][CH2:12][N:11]([C:14]2[CH:19]=[CH:18][CH:17]=[CH:16][C:15]=2[O:20][CH2:21][CH:22]([NH2:24])[CH3:23])[CH2:10][CH2:9]1)=[O:7])([CH3:4])([CH3:3])[CH3:2], predict the reactants needed to synthesize it. The reactants are: [C:1]([O:5][C:6]([N:8]1[CH2:13][CH2:12][N:11]([C:14]2[CH:19]=[CH:18][CH:17]=[CH:16][C:15]=2[O:20][CH2:21][CH:22]([NH:24]C(OCC2C=CC=CC=2)=O)[CH3:23])[CH2:10][CH2:9]1)=[O:7])([CH3:4])([CH3:3])[CH3:2]. (2) Given the product [NH2:19][C:4]1[CH:3]=[C:2]([CH3:1])[CH:7]=[CH:6][C:5]=1[S:8][C:9]1[CH:14]=[CH:13][C:12]([NH:15][C:16](=[O:18])[CH3:17])=[CH:11][CH:10]=1, predict the reactants needed to synthesize it. The reactants are: [CH3:1][C:2]1[CH:7]=[CH:6][C:5]([S:8][C:9]2[CH:14]=[CH:13][C:12]([NH:15][C:16](=[O:18])[CH3:17])=[CH:11][CH:10]=2)=[C:4]([N+:19]([O-])=O)[CH:3]=1.Cl[Sn]Cl. (3) Given the product [F:10][C:4]1[CH:3]=[C:2]([S:20][CH2:19][C:16]2[CH:17]=[CH:18][C:13]([O:12][CH3:11])=[CH:14][CH:15]=2)[CH:7]=[C:6]([O:8][CH3:9])[CH:5]=1, predict the reactants needed to synthesize it. The reactants are: Br[C:2]1[CH:7]=[C:6]([O:8][CH3:9])[CH:5]=[C:4]([F:10])[CH:3]=1.[CH3:11][O:12][C:13]1[CH:18]=[CH:17][C:16]([CH2:19][SH:20])=[CH:15][CH:14]=1.C1(C)C=CC=CC=1.CCN(C(C)C)C(C)C.